From a dataset of Catalyst prediction with 721,799 reactions and 888 catalyst types from USPTO. Predict which catalyst facilitates the given reaction. (1) Reactant: [CH3:1][C:2]1[C:3]([C:22]2[CH:27]=[CH:26][CH:25]=[CH:24][CH:23]=2)=[C:4]([O:14][C:15]2[CH:20]=[CH:19][C:18]([OH:21])=[CH:17][CH:16]=2)[C:5]2[C:10]([CH:11]=1)=[CH:9][C:8]([O:12][CH3:13])=[CH:7][CH:6]=2.C([O-])([O-])=O.[Cs+].[Cs+].Cl[CH2:35][CH2:36][O:37][CH2:38][CH2:39][OH:40]. Product: [CH3:1][C:2]1[C:3]([C:22]2[CH:27]=[CH:26][CH:25]=[CH:24][CH:23]=2)=[C:4]([O:14][C:15]2[CH:20]=[CH:19][C:18]([O:21][CH2:35][CH2:36][O:37][CH2:38][CH2:39][OH:40])=[CH:17][CH:16]=2)[C:5]2[C:10]([CH:11]=1)=[CH:9][C:8]([O:12][CH3:13])=[CH:7][CH:6]=2. The catalyst class is: 3. (2) Reactant: [CH3:1][O:2][C:3]1[CH:8]=[CH:7][C:6]([NH:9][C:10]2[N:11]=[N:12][C:13]([CH:16]([NH:18][C:19]([C:21]3[O:22][CH:23]=[CH:24][CH:25]=3)=O)[CH3:17])=[CH:14][N:15]=2)=[CH:5][CH:4]=1.P(Cl)(Cl)(Cl)=O. Product: [O:22]1[CH:23]=[CH:24][CH:25]=[C:21]1[C:19]1[N:12]2[C:13]([CH:14]=[N:15][C:10]([NH:9][C:6]3[CH:7]=[CH:8][C:3]([O:2][CH3:1])=[CH:4][CH:5]=3)=[N:11]2)=[C:16]([CH3:17])[N:18]=1. The catalyst class is: 26. (3) Reactant: O.NN.O=C1C2C(=CC=CC=2)C(=O)[N:6]1[CH2:15][CH2:16][S:17]([NH:20][C@H:21]1[CH2:26][CH2:25][CH2:24][N:23]([C:27]([O:29][CH2:30][C:31]2[CH:36]=[CH:35][CH:34]=[CH:33][CH:32]=2)=[O:28])[CH2:22]1)(=[O:19])=[O:18]. Product: [NH2:6][CH2:15][CH2:16][S:17]([NH:20][C@H:21]1[CH2:26][CH2:25][CH2:24][N:23]([C:27]([O:29][CH2:30][C:31]2[CH:32]=[CH:33][CH:34]=[CH:35][CH:36]=2)=[O:28])[CH2:22]1)(=[O:18])=[O:19]. The catalyst class is: 14. (4) Reactant: [CH3:1][CH:2]1[CH2:7][CH2:6][N:5]([C:8](=[O:23])[CH2:9][NH:10][C:11]([NH:13][C:14]2[C:19]([F:20])=[CH:18][C:17]([F:21])=[CH:16][C:15]=2[F:22])=[S:12])[CH2:4][CH2:3]1.[C:24](=O)([O-])[O-].[K+].[K+]. Product: [CH3:24][S:12][C:11](=[N:13][C:14]1[C:19]([F:20])=[CH:18][C:17]([F:21])=[CH:16][C:15]=1[F:22])[NH:10][CH2:9][C:8]([N:5]1[CH2:6][CH2:7][CH:2]([CH3:1])[CH2:3][CH2:4]1)=[O:23]. The catalyst class is: 10. (5) Reactant: [CH3:1][O:2][C:3]([C:5]1([NH:14][C:15](=[O:25])[C:16]2[CH:21]=[CH:20][C:19]([O:22][CH3:23])=[C:18]([OH:24])[CH:17]=2)[CH2:13][C:12]2[C:7](=[CH:8][CH:9]=[CH:10][CH:11]=2)[CH2:6]1)=[O:4].[F:26][C:27]1[CH:32]=[CH:31][C:30]([F:33])=[CH:29][C:28]=1[CH2:34][CH2:35]O.C1(P(C2C=CC=CC=2)C2C=CC=CC=2)C=CC=CC=1.CC(OC(/N=N/C(OC(C)C)=O)=O)C. Product: [CH3:1][O:2][C:3]([C:5]1([NH:14][C:15](=[O:25])[C:16]2[CH:21]=[CH:20][C:19]([O:22][CH3:23])=[C:18]([O:24][CH2:35][CH2:34][C:28]3[CH:29]=[C:30]([F:33])[CH:31]=[CH:32][C:27]=3[F:26])[CH:17]=2)[CH2:6][C:7]2[C:12](=[CH:11][CH:10]=[CH:9][CH:8]=2)[CH2:13]1)=[O:4]. The catalyst class is: 1. (6) Reactant: Cl[C:2]1[CH:7]=[C:6]([CH3:8])[NH:5][C:4](=[O:9])[C:3]=1[N+:10]([O-:12])=[O:11].[CH2:13]([NH2:20])[C:14]1[CH:19]=[CH:18][CH:17]=[CH:16][CH:15]=1.C(N(C(C)C)CC)(C)C. Product: [CH2:13]([NH:20][C:2]1[CH:7]=[C:6]([CH3:8])[NH:5][C:4](=[O:9])[C:3]=1[N+:10]([O-:12])=[O:11])[C:14]1[CH:19]=[CH:18][CH:17]=[CH:16][CH:15]=1. The catalyst class is: 10. (7) Reactant: [CH2:1]([C:5]1[N:6]=[C:7]([C:14]2[CH:19]=[CH:18][C:17]([C:20]([F:23])([F:22])[F:21])=[CH:16][CH:15]=2)[S:8][C:9]=1[CH2:10][C:11](O)=[O:12])[CH2:2][CH2:3][CH3:4].O. Product: [CH2:1]([C:5]1[N:6]=[C:7]([C:14]2[CH:15]=[CH:16][C:17]([C:20]([F:22])([F:23])[F:21])=[CH:18][CH:19]=2)[S:8][C:9]=1[CH2:10][CH2:11][OH:12])[CH2:2][CH2:3][CH3:4]. The catalyst class is: 7. (8) Reactant: [C:1]([C:5]1[S:9]/[C:8](=[N:10]\[C:11]([C:13]2[CH:31]=[C:30]([C:32]([F:35])([F:34])[F:33])[CH:29]=[CH:28][C:14]=2[O:15][C@@H:16]2[CH2:20][CH2:19][N:18](C(OC(C)(C)C)=O)[CH2:17]2)=[O:12])/[N:7]([CH2:36][C@H:37]2[CH2:41][CH2:40][CH2:39][O:38]2)[CH:6]=1)([CH3:4])([CH3:3])[CH3:2].FC(F)(F)C(O)=O. Product: [C:1]([C:5]1[S:9]/[C:8](=[N:10]\[C:11](=[O:12])[C:13]2[CH:31]=[C:30]([C:32]([F:35])([F:33])[F:34])[CH:29]=[CH:28][C:14]=2[O:15][C@@H:16]2[CH2:20][CH2:19][NH:18][CH2:17]2)/[N:7]([CH2:36][C@H:37]2[CH2:41][CH2:40][CH2:39][O:38]2)[CH:6]=1)([CH3:4])([CH3:2])[CH3:3]. The catalyst class is: 4. (9) Reactant: O=C1CCC2C(=CC(OCCCC[N:17]3[CH2:22][CH2:21][N:20]([C:23]4[CH:38]=[CH:37][CH:36]=[CH:35][C:24]=4[O:25][CH2:26][CH2:27][CH2:28][C:29]([O:31][CH:32](C)[CH3:33])=[O:30])[CH2:19][CH2:18]3)=CC=2)N1.FC(F)(F)C(O)=O. Product: [N:20]1([C:23]2[CH:38]=[CH:37][CH:36]=[CH:35][C:24]=2[O:25][CH2:26][CH2:27][CH2:28][C:29]([O:31][CH2:32][CH3:33])=[O:30])[CH2:19][CH2:18][NH:17][CH2:22][CH2:21]1. The catalyst class is: 2. (10) Reactant: [F:1][C:2]1[CH:7]=[CH:6][C:5]([C:8]2([C:25]3[CH:30]=[CH:29][C:28]([F:31])=[CH:27][CH:26]=3)[O:12][C:11](=[O:13])[N:10]([CH2:14][C:15](O)=[O:16])[CH:9]2[C:18]2[CH:23]=[CH:22][CH:21]=[CH:20][C:19]=2[F:24])=[CH:4][CH:3]=1.F[B-](F)(F)F.[CH:37]([N:40](C(C)C)CC)(C)C.Cl.CN.Cl. Product: [F:24][C:19]1[CH:20]=[CH:21][CH:22]=[CH:23][C:18]=1[C@H:9]1[C:8]([C:25]2[CH:30]=[CH:29][C:28]([F:31])=[CH:27][CH:26]=2)([C:5]2[CH:4]=[CH:3][C:2]([F:1])=[CH:7][CH:6]=2)[O:12][C:11](=[O:13])[N:10]1[CH2:14][C:15]([NH:40][CH3:37])=[O:16]. The catalyst class is: 9.